This data is from CYP2C19 inhibition data for predicting drug metabolism from PubChem BioAssay. The task is: Regression/Classification. Given a drug SMILES string, predict its absorption, distribution, metabolism, or excretion properties. Task type varies by dataset: regression for continuous measurements (e.g., permeability, clearance, half-life) or binary classification for categorical outcomes (e.g., BBB penetration, CYP inhibition). Dataset: cyp2c19_veith. (1) The molecule is COc1cccc(-c2cc(NCc3cccnc3)ncn2)c1. The result is 1 (inhibitor). (2) The molecule is CN1CCC[C@H](C(=O)OCC(=O)[C@]2(O)CC[C@@H]3[C@H]4CCC5=CC(=O)CC[C@@]5(C)[C@H]4[C@@H](O)C[C@]32C)C1. The result is 0 (non-inhibitor). (3) The compound is COC(=O)[C@@]1(Cc2ccc(OC)cc2)[C@H]2c3cc(C(=O)N(C)C)n(Cc4ccc(OC)c(OC)c4)c3C[C@H]2CN1C(=O)c1ccccc1. The result is 1 (inhibitor).